Predict which catalyst facilitates the given reaction. From a dataset of Catalyst prediction with 721,799 reactions and 888 catalyst types from USPTO. (1) Product: [I:18][CH2:25][CH2:26][CH2:6][CH2:5][CH2:4][CH2:3][CH2:2][CH2:1][CH2:17][CH2:16][CH2:15][CH2:14][CH2:13][CH2:12][C:10]([O:9][CH2:8][CH3:7])=[O:11]. Reactant: [CH2:1]1[CH2:17][CH2:16][CH2:15][CH2:14][CH2:13][CH2:12][C:10](=[O:11])[O:9][CH2:8][CH2:7][CH2:6][CH2:5][CH2:4][CH2:3][CH2:2]1.[I-:18].[Na+].C[Si](Cl)(C)C.[CH2:25](O)[CH3:26]. The catalyst class is: 753. (2) Reactant: CC([O-])=O.[Na+].[CH3:6][O:7][C:8]([C:10]1[CH:11]=[CH:12][C:13]2[C:18](=O)[CH2:17][S:16](=[O:21])(=[O:20])[N:15]([CH3:22])[C:14]=2[CH:23]=1)=[O:9].Cl.[NH2:25][OH:26]. Product: [CH3:6][O:7][C:8]([C:10]1[CH:11]=[CH:12][C:13]2[C:18](=[N:25][OH:26])[CH2:17][S:16](=[O:21])(=[O:20])[N:15]([CH3:22])[C:14]=2[CH:23]=1)=[O:9]. The catalyst class is: 14. (3) Reactant: [Br:1][C:2]1[CH:3]=[CH:4][CH:5]=[C:6]2[C:10]=1[NH:9][CH:8]=[CH:7]2.Cl[CH2:12][CH2:13][CH2:14][C:15]#[N:16].C([Mg]Br)C.[Cl-].[NH4+]. Product: [Br:1][C:2]1[CH:3]=[CH:4][CH:5]=[C:6]2[C:10]=1[NH:9][CH:8]=[C:7]2[CH2:12][CH2:13][CH2:14][C:15]#[N:16]. The catalyst class is: 11. (4) Reactant: [Cl:1][C:2]1[CH:7]=[CH:6][C:5]([C:8]2[C:12]3[CH2:13][N:14]([S:17]([CH3:20])(=[O:19])=[O:18])[CH2:15][CH2:16][C:11]=3[N:10]([CH2:21][CH2:22][CH2:23][N:24]3[CH2:29][CH2:28][O:27][CH2:26][CH2:25]3)[N:9]=2)=[CH:4][C:3]=1[C:30]#[C:31][C:32]1[CH:39]=[CH:38][C:35]([CH2:36][NH2:37])=[CH:34][CH:33]=1.[CH:40](=O)[C:41]1[CH:46]=[CH:45][CH:44]=[CH:43][CH:42]=1.[BH-](OC(C)=O)(OC(C)=O)OC(C)=O.[Na+]. Product: [CH2:40]([NH:37][CH2:36][C:35]1[CH:34]=[CH:33][C:32]([C:31]#[C:30][C:3]2[CH:4]=[C:5]([C:8]3[C:12]4[CH2:13][N:14]([S:17]([CH3:20])(=[O:18])=[O:19])[CH2:15][CH2:16][C:11]=4[N:10]([CH2:21][CH2:22][CH2:23][N:24]4[CH2:25][CH2:26][O:27][CH2:28][CH2:29]4)[N:9]=3)[CH:6]=[CH:7][C:2]=2[Cl:1])=[CH:39][CH:38]=1)[C:41]1[CH:46]=[CH:45][CH:44]=[CH:43][CH:42]=1. The catalyst class is: 2. (5) Reactant: [NH:1]1[CH2:6][CH2:5][CH:4]([N:7]2[CH2:16][C:15]3=[CH:17][NH:18][C:13]4[C:14]3=[C:9]([CH:10]=[CH:11][N:12]=4)[C:8]2=[O:19])[CH2:3][CH2:2]1.C(N(CC)CC)C.[C:27]([CH2:29][C:30](ON1C(=O)CCC1=O)=[O:31])#[N:28]. Product: [O:31]=[C:30]([N:1]1[CH2:2][CH2:3][CH:4]([N:7]2[CH2:16][C:15]3=[CH:17][NH:18][C:13]4[C:14]3=[C:9]([CH:10]=[CH:11][N:12]=4)[C:8]2=[O:19])[CH2:5][CH2:6]1)[CH2:29][C:27]#[N:28]. The catalyst class is: 14. (6) Reactant: CC1C=CC(S(O[C@@H:12]([CH2:23][O:24][CH2:25][C:26]2[CH:31]=[CH:30][CH:29]=[CH:28][CH:27]=2)[CH2:13][CH:14]([C:21]#[N:22])[C:15]2[CH:20]=[CH:19][CH:18]=[CH:17][CH:16]=2)(=O)=O)=CC=1.C[Si]([N-][Si](C)(C)C)(C)C.[Li+]. Product: [C:15]1([C@:14]2([C:21]#[N:22])[CH2:13][C@H:12]2[CH2:23][O:24][CH2:25][C:26]2[CH:27]=[CH:28][CH:29]=[CH:30][CH:31]=2)[CH:16]=[CH:17][CH:18]=[CH:19][CH:20]=1. The catalyst class is: 31. (7) Reactant: Br[C:2]1[C:11]2[C:6](=[CH:7][C:8]([O:14][CH3:15])=[C:9]([O:12][CH3:13])[CH:10]=2)[N:5]=[N:4][CH:3]=1.[NH:16]1[CH2:21][CH2:20][CH2:19][CH:18]([CH2:22][N:23]2[CH2:27][CH2:26][CH2:25][C:24]2=[O:28])[CH2:17]1.CC1(C)C2C=CC=C(P(C3C=CC=CC=3)C3C=CC=CC=3)C=2OC2C1=CC=CC=2P(C1C=CC=CC=1)C1C=CC=CC=1.CC(C)([O-])C.[Na+].C1(C)C=CC=CC=1. Product: [CH3:13][O:12][C:9]1[CH:10]=[C:11]2[C:6](=[CH:7][C:8]=1[O:14][CH3:15])[N:5]=[N:4][CH:3]=[C:2]2[N:16]1[CH2:21][CH2:20][CH2:19][CH:18]([CH2:22][N:23]2[CH2:27][CH2:26][CH2:25][C:24]2=[O:28])[CH2:17]1. The catalyst class is: 110.